This data is from Catalyst prediction with 721,799 reactions and 888 catalyst types from USPTO. The task is: Predict which catalyst facilitates the given reaction. Reactant: [CH3:1][O:2][C:3]([C:5]1[S:6][C:7]([C:11]2[CH:16]=[CH:15][CH:14]=[CH:13][CH:12]=2)=[CH:8][C:9]=1[NH2:10])=[O:4].O=[C:18]1[CH2:23][CH2:22][N:21]([C:24]([O:26][CH2:27][C:28]2[CH:33]=[CH:32][CH:31]=[CH:30][CH:29]=2)=[O:25])[CH2:20][CH2:19]1.C([Sn](Cl)(Cl)CCCC)CCC.C1([SiH3])C=CC=CC=1. The catalyst class is: 1. Product: [CH3:1][O:2][C:3]([C:5]1[S:6][C:7]([C:11]2[CH:16]=[CH:15][CH:14]=[CH:13][CH:12]=2)=[CH:8][C:9]=1[NH:10][CH:18]1[CH2:23][CH2:22][N:21]([C:24]([O:26][CH2:27][C:28]2[CH:29]=[CH:30][CH:31]=[CH:32][CH:33]=2)=[O:25])[CH2:20][CH2:19]1)=[O:4].